Dataset: Forward reaction prediction with 1.9M reactions from USPTO patents (1976-2016). Task: Predict the product of the given reaction. (1) Given the reactants [Br:1][C:2]1[CH:9]=[CH:8][C:5]([CH:6]=O)=[CH:4][CH:3]=1.[N+:10]([CH3:13])([O-:12])=[O:11].C([O-])(=O)C.[NH4+].C(O)(=O)C, predict the reaction product. The product is: [Br:1][C:2]1[CH:9]=[CH:8][C:5](/[CH:6]=[CH:13]/[N+:10]([O-:12])=[O:11])=[CH:4][CH:3]=1. (2) Given the reactants [CH:1]1([CH2:5][OH:6])[CH2:4][CH2:3][CH2:2]1.F[C:8]1[C:13]([I:14])=[CH:12][CH:11]=[CH:10][N:9]=1, predict the reaction product. The product is: [CH:1]1([CH2:5][O:6][C:8]2[C:13]([I:14])=[CH:12][CH:11]=[CH:10][N:9]=2)[CH2:4][CH2:3][CH2:2]1.